Predict the product of the given reaction. From a dataset of Forward reaction prediction with 1.9M reactions from USPTO patents (1976-2016). (1) Given the reactants C(OC(=O)[NH:7][C@@H:8]([C:13]([N:15]1[CH2:20][CH2:19][C:18]([OH:27])([C:21]2[CH:26]=[CH:25][CH:24]=[CH:23][CH:22]=2)[CH2:17][CH2:16]1)=[O:14])[C:9]([CH3:12])([CH3:11])[CH3:10])(C)(C)C.FC(F)(F)CO, predict the reaction product. The product is: [NH2:7][C@H:8]([C:9]([CH3:12])([CH3:11])[CH3:10])[C:13]([N:15]1[CH2:20][CH2:19][C:18]([OH:27])([C:21]2[CH:26]=[CH:25][CH:24]=[CH:23][CH:22]=2)[CH2:17][CH2:16]1)=[O:14]. (2) The product is: [S:5]([N:4]1[CH2:1][CH:17]=[CH:16][CH2:15]1)([C:8]1[CH:9]=[CH:10][C:11]([CH3:14])=[CH:12][CH:13]=1)(=[O:6])=[O:7]. Given the reactants [CH2:1]([N:4]([CH2:15][CH:16]=[CH2:17])[S:5]([C:8]1[CH:13]=[CH:12][C:11]([CH3:14])=[CH:10][CH:9]=1)(=[O:7])=[O:6])C=C.CCCCCCCCCCCCCCCC, predict the reaction product.